This data is from Reaction yield outcomes from USPTO patents with 853,638 reactions. The task is: Predict the reaction yield, written as a fraction of the theoretical maximum amount of product (1.0 means a 100% yield; for example, 0.34 means a 34% yield). (1) The reactants are [CH3:1][C:2]1[CH:11]=[CH:10][C:9]([CH2:12][CH2:13][CH2:14][CH2:15][CH2:16][CH2:17][CH2:18][CH2:19][CH2:20][CH2:21][CH3:22])=[CH:8][C:3]=1[C:4]([NH:6][NH2:7])=[O:5].[C:23]([C:25]1([C:28](O)=[O:29])[CH2:27][CH2:26]1)#[N:24]. No catalyst specified. The product is [C:23]([C:25]1([C:28]([NH:7][NH:6][C:4](=[O:5])[C:3]2[CH:8]=[C:9]([CH2:12][CH2:13][CH2:14][CH2:15][CH2:16][CH2:17][CH2:18][CH2:19][CH2:20][CH2:21][CH3:22])[CH:10]=[CH:11][C:2]=2[CH3:1])=[O:29])[CH2:27][CH2:26]1)#[N:24]. The yield is 0.640. (2) The reactants are O=P(Cl)(Cl)[Cl:3].[F:6][C:7]1[CH:12]=[CH:11][C:10]([N:13]2[CH:18]=[CH:17][N:16]=[C:15](OC)[C:14]2=[O:21])=[CH:9][CH:8]=1. The catalyst is CN(C=O)C. The product is [Cl:3][C:15]1[C:14](=[O:21])[N:13]([C:10]2[CH:11]=[CH:12][C:7]([F:6])=[CH:8][CH:9]=2)[CH:18]=[CH:17][N:16]=1. The yield is 0.640.